Dataset: Peptide-MHC class II binding affinity with 134,281 pairs from IEDB. Task: Regression. Given a peptide amino acid sequence and an MHC pseudo amino acid sequence, predict their binding affinity value. This is MHC class II binding data. The peptide sequence is DVKFPGGGQIVGGVY. The MHC is DRB3_0202 with pseudo-sequence DRB3_0202. The binding affinity (normalized) is 0.